From a dataset of Reaction yield outcomes from USPTO patents with 853,638 reactions. Predict the reaction yield, written as a fraction of the theoretical maximum amount of product (1.0 means a 100% yield; for example, 0.34 means a 34% yield). (1) The reactants are [NH2:1][C:2]1[N:3]=[C:4]2[CH:9]=[CH:8][C:7]([O:10][C:11]3[CH:12]=[C:13]([NH:17][C:18](=[O:30])[C:19]4[CH:24]=[CH:23][CH:22]=[C:21]([C:25]5([C:28]#[N:29])[CH2:27][CH2:26]5)[CH:20]=4)[CH:14]=[CH:15][CH:16]=3)=[N:6][N:5]2[CH:31]=1.[C:32]([O:36][C:37]([N:39]1[CH2:43][CH2:42][CH:41]([C:44](O)=[O:45])[CH2:40]1)=[O:38])([CH3:35])([CH3:34])[CH3:33].Cl.CN(C)CCCN=C=NCC.ON1C2C=CC=CC=2N=N1.[Cl-].[NH4+]. The catalyst is CN(C)C=O. The product is [C:28]([C:25]1([C:21]2[CH:20]=[C:19]([CH:24]=[CH:23][CH:22]=2)[C:18]([NH:17][C:13]2[CH:12]=[C:11]([CH:16]=[CH:15][CH:14]=2)[O:10][C:7]2[CH:8]=[CH:9][C:4]3[N:5]([CH:31]=[C:2]([NH:1][C:44]([CH:41]4[CH2:42][CH2:43][N:39]([C:37]([O:36][C:32]([CH3:35])([CH3:34])[CH3:33])=[O:38])[CH2:40]4)=[O:45])[N:3]=3)[N:6]=2)=[O:30])[CH2:27][CH2:26]1)#[N:29]. The yield is 0.770. (2) The reactants are Br[C:2]1[CH:29]=[CH:28][C:5]2[N:6]([C:24]([CH3:27])([CH3:26])[CH3:25])[C:7]([C:9]3[CH:10]=[C:11]([C:20]([OH:23])([CH3:22])[CH3:21])[CH:12]=[CH:13][C:14]=3[N:15]3[CH:19]=[N:18][CH:17]=[N:16]3)=[N:8][C:4]=2[CH:3]=1.[NH2:30][C:31]1[N:36]=[CH:35][C:34](B2OC(C)(C)C(C)(C)O2)=[CH:33][N:32]=1.C([O-])([O-])=O.[Na+].[Na+]. The catalyst is CN(C=O)C.CCOC(C)=O.C1C=CC([P]([Pd]([P](C2C=CC=CC=2)(C2C=CC=CC=2)C2C=CC=CC=2)([P](C2C=CC=CC=2)(C2C=CC=CC=2)C2C=CC=CC=2)[P](C2C=CC=CC=2)(C2C=CC=CC=2)C2C=CC=CC=2)(C2C=CC=CC=2)C2C=CC=CC=2)=CC=1. The product is [NH2:30][C:31]1[N:36]=[CH:35][C:34]([C:2]2[CH:29]=[CH:28][C:5]3[N:6]([C:24]([CH3:26])([CH3:25])[CH3:27])[C:7]([C:9]4[CH:10]=[C:11]([C:20]([OH:23])([CH3:22])[CH3:21])[CH:12]=[CH:13][C:14]=4[N:15]4[CH:19]=[N:18][CH:17]=[N:16]4)=[N:8][C:4]=3[CH:3]=2)=[CH:33][N:32]=1. The yield is 0.680. (3) The reactants are [CH3:1][O:2][CH2:3][CH2:4][CH2:5][O:6][C:7]1[CH:8]=[C:9]([CH:27]=[CH:28][C:29]=1[O:30][CH3:31])[CH2:10][C@H:11]([CH:24]([CH3:26])[CH3:25])[CH2:12][CH:13]([NH:16][C:17](=[O:23])[O:18][C:19]([CH3:22])([CH3:21])[CH3:20])[CH:14]=[O:15].[CH2:32]1COCC1. No catalyst specified. The product is [CH3:1][O:2][CH2:3][CH2:4][CH2:5][O:6][C:7]1[CH:8]=[C:9]([CH:27]=[CH:28][C:29]=1[O:30][CH3:31])[CH2:10][C@H:11]([CH:24]([CH3:26])[CH3:25])[CH2:12][CH:13]([NH:16][C:17](=[O:23])[O:18][C:19]([CH3:22])([CH3:21])[CH3:20])[CH:14]1[CH2:32][O:15]1. The yield is 0.530. (4) The reactants are [Br:1][C:2]1[CH:15]=[C:14]2[C:5]([O:6][C:7]3[C:8]([F:25])=[CH:9][C:10]([O:23][CH3:24])=[CH:11][C:12]=3[C:13]2([CH2:17][C:18]([O:20][CH2:21][CH3:22])=[O:19])O)=[CH:4][CH:3]=1.[N:26]([Si](C)(C)C)=[N+:27]=[N-:28].C([O+]([B-](F)(F)F)CC)C. The catalyst is C1(C)C=CC=CC=1. The product is [N:26]([C:13]1([CH2:17][C:18]([O:20][CH2:21][CH3:22])=[O:19])[C:12]2[CH:11]=[C:10]([O:23][CH3:24])[CH:9]=[C:8]([F:25])[C:7]=2[O:6][C:5]2[C:14]1=[CH:15][C:2]([Br:1])=[CH:3][CH:4]=2)=[N+:27]=[N-:28]. The yield is 0.940.